The task is: Predict the reaction yield, written as a fraction of the theoretical maximum amount of product (1.0 means a 100% yield; for example, 0.34 means a 34% yield).. This data is from Reaction yield outcomes from USPTO patents with 853,638 reactions. (1) The reactants are [CH2:1]([O:8][CH2:9][CH2:10]N[C@@H](C(C)(C)C)C(OC)=O)[C:2]1[CH:7]=[CH:6][CH:5]=[CH:4][CH:3]=1.[N+](=CC(OCC)=[O:25])=[N-]. The catalyst is C(Cl)Cl.CC([O-])=O.CC([O-])=O.CC([O-])=O.CC([O-])=O.[Rh+2].[Rh+2]. The product is [CH:2]1([C:1]([O:8][CH2:9][CH3:10])=[O:25])[C:6]2([CH2:5][CH2:4][CH2:3]2)[CH2:7]1. The yield is 0.177. (2) The reactants are [N:1]1[C:5]2[CH:6]=[CH:7][CH:8]=[CH:9][C:4]=2[NH:3][C:2]=1[CH2:10][C:11]#[N:12].[F:13][CH:14]([C:20]([CH3:22])=O)[C:15](OCC)=[O:16].C([O-])(=O)C.[NH4+]. The catalyst is O. The product is [F:13][C:14]1[C:15](=[O:16])[N:3]2[C:2]([NH:1][C:5]3[CH:6]=[CH:7][CH:8]=[CH:9][C:4]=32)=[C:10]([C:11]#[N:12])[C:20]=1[CH3:22]. The yield is 0.640. (3) The reactants are C(N(CC)CC)C.P(Cl)(Cl)([Cl:10])=O.O[C:14]1[C:23]2[C:18](=[CH:19][CH:20]=[CH:21][CH:22]=2)[NH:17][C:16](=[O:24])[C:15]=1[C:25]([N:27]([CH2:37][C:38]1[CH:43]=[CH:42][C:41]([O:44][CH3:45])=[CH:40][CH:39]=1)[CH2:28][C:29]1[CH:34]=[CH:33][C:32]([O:35][CH3:36])=[CH:31][CH:30]=1)=[O:26]. No catalyst specified. The product is [Cl:10][C:14]1[C:23]2[C:18](=[CH:19][CH:20]=[CH:21][CH:22]=2)[NH:17][C:16](=[O:24])[C:15]=1[C:25]([N:27]([CH2:37][C:38]1[CH:43]=[CH:42][C:41]([O:44][CH3:45])=[CH:40][CH:39]=1)[CH2:28][C:29]1[CH:34]=[CH:33][C:32]([O:35][CH3:36])=[CH:31][CH:30]=1)=[O:26]. The yield is 0.670.